This data is from Full USPTO retrosynthesis dataset with 1.9M reactions from patents (1976-2016). The task is: Predict the reactants needed to synthesize the given product. Given the product [CH3:23][O:24][C:25]1[CH:26]=[CH:27][C:28]([S:31]([N:4]2[CH2:5][C:6]3[CH:11]=[CH:10][C:9]([C:12]([O:14][CH3:15])=[O:13])=[CH:8][C:7]=3[O:1][CH2:2][CH2:3]2)(=[O:33])=[O:32])=[CH:29][CH:30]=1, predict the reactants needed to synthesize it. The reactants are: [O:1]1[C:7]2[CH:8]=[C:9]([C:12]([O:14][CH3:15])=[O:13])[CH:10]=[CH:11][C:6]=2[CH2:5][NH:4][CH2:3][CH2:2]1.CCN(CC)CC.[CH3:23][O:24][C:25]1[CH:30]=[CH:29][C:28]([S:31](Cl)(=[O:33])=[O:32])=[CH:27][CH:26]=1.